From a dataset of Full USPTO retrosynthesis dataset with 1.9M reactions from patents (1976-2016). Predict the reactants needed to synthesize the given product. (1) Given the product [Cl:8][C:6]1[CH:5]=[CH:4][C:3]2[O:9][CH:10]=[N:1][C:2]=2[CH:7]=1, predict the reactants needed to synthesize it. The reactants are: [NH2:1][C:2]1[CH:7]=[C:6]([Cl:8])[CH:5]=[CH:4][C:3]=1[OH:9].[CH3:10]C1C=CC(S(O)(=O)=O)=CC=1.CC(OO)=O. (2) The reactants are: [O:1]1[CH2:6][CH2:5][CH2:4][CH2:3][C:2]1=O.O1CCCC(=O)C1.[C@@H:15]12[NH:22][C@@H:19]([CH2:20][CH2:21]1)[CH2:18][O:17][CH2:16]2.N1CCOCC1.CC1(C)C(C)(C)OB([C:37]2[CH:38]=[N:39][C:40]([NH2:43])=[N:41][CH:42]=2)O1.[CH2:45]([NH:47][C:48]([NH:50]C1C=CC(B2OC(C)(C)C(C)(C)O2)=CC=1)=O)C. Given the product [C@@H:19]12[N:22]([C:45]3[C:3]4[CH2:4][CH2:5][CH2:6][O:1][C:2]=4[N:50]=[C:48]([C:37]4[CH:38]=[N:39][C:40]([NH2:43])=[N:41][CH:42]=4)[N:47]=3)[C@@H:15]([CH2:21][CH2:20]1)[CH2:16][O:17][CH2:18]2, predict the reactants needed to synthesize it.